Dataset: Forward reaction prediction with 1.9M reactions from USPTO patents (1976-2016). Task: Predict the product of the given reaction. (1) Given the reactants [CH2:1]([O:3][C:4](=[O:13])[C:5]1[CH:10]=[CH:9][C:8]([NH2:11])=[C:7]([NH2:12])[CH:6]=1)[CH3:2].C(N(CC)CC)C.[C:21](=O)([O-])[O-:22].[K+].[K+].ClC(Cl)(OC(=O)OC(Cl)(Cl)Cl)Cl, predict the reaction product. The product is: [CH2:1]([O:3][C:4]([C:5]1[CH:10]=[CH:9][C:8]2[NH:11][C:21](=[O:22])[NH:12][C:7]=2[CH:6]=1)=[O:13])[CH3:2]. (2) Given the reactants CS(O)(=O)=O.O=[C:7]1[N:12]([C:13]2[CH:18]=[CH:17][CH:16]=[CH:15][CH:14]=2)N=[C:10](CCC(OCC)=O)[CH2:9][CH2:8]1.[OH-:26].[Na+].[CH2:28]([OH:31])[CH2:29][CH3:30], predict the reaction product. The product is: [O:31]=[C:28]([O:31][CH2:28][CH2:29][CH3:30])[CH2:29][C:30]1[C:14]2[C:13](=[CH:18][CH:17]=[CH:16][CH:15]=2)[NH:12][C:7]=1[CH2:8][CH2:9][C:10]([O:31][CH2:28][CH2:29][CH3:30])=[O:26].